This data is from Forward reaction prediction with 1.9M reactions from USPTO patents (1976-2016). The task is: Predict the product of the given reaction. (1) Given the reactants [F:1][C:2]([F:19])([F:18])[C:3]1[CH:17]=[CH:16][C:6]([CH2:7][C:8]2[O:12][N:11]=[C:10]([C:13]([O-:15])=O)[N:9]=2)=[CH:5][CH:4]=1.Cl.[Cl:21][C:22]1[CH:23]=[C:24]2[C:28](=[CH:29][CH:30]=1)[NH:27][CH:26]=[C:25]2[CH2:31][CH2:32][NH2:33].CN(C(ON1N=NC2C=CC=NC1=2)=[N+](C)C)C.F[P-](F)(F)(F)(F)F.C(N(CC)C(C)C)(C)C, predict the reaction product. The product is: [Cl:21][C:22]1[CH:23]=[C:24]2[C:28](=[CH:29][CH:30]=1)[NH:27][CH:26]=[C:25]2[CH2:31][CH2:32][NH:33][C:13]([C:10]1[N:9]=[C:8]([CH2:7][C:6]2[CH:5]=[CH:4][C:3]([C:2]([F:1])([F:19])[F:18])=[CH:17][CH:16]=2)[O:12][N:11]=1)=[O:15]. (2) Given the reactants [Cl:1][C:2]1[N:7]=[C:6](Cl)[C:5]([N+:9]([O-:11])=[O:10])=[CH:4][N:3]=1.[S-:12][C:13]#[N:14].[K+], predict the reaction product. The product is: [Cl:1][C:2]1[N:7]=[C:6]([S:12][C:13]#[N:14])[C:5]([N+:9]([O-:11])=[O:10])=[CH:4][N:3]=1.